This data is from Forward reaction prediction with 1.9M reactions from USPTO patents (1976-2016). The task is: Predict the product of the given reaction. (1) Given the reactants [CH3:1][C:2]1[N:3]=[C:4]2[N:8]([C:9](=[O:19])[C:10]=1C1C=CC(C#N)=CC=1)[C:7]1[CH:20]=[CH:21][CH:22]=[CH:23][C:6]=1[S:5]2.[F:24][C:25]([F:36])([F:35])[C:26]1[CH:31]=[CH:30][C:29](B(O)O)=[CH:28][CH:27]=1.C(=O)([O-])[O-].[Na+].[Na+].C(O)C, predict the reaction product. The product is: [CH3:1][C:2]1[N:3]=[C:4]2[N:8]([C:9](=[O:19])[C:10]=1[C:29]1[CH:30]=[CH:31][C:26]([C:25]([F:36])([F:35])[F:24])=[CH:27][CH:28]=1)[C:7]1[CH:20]=[CH:21][CH:22]=[CH:23][C:6]=1[S:5]2. (2) The product is: [Cl:27][C:6]1[CH:5]=[CH:4][C:3]([CH2:2][NH:1][C:42](=[O:65])[CH2:39][O:38][CH3:37])=[CH:8][C:7]=1[NH:9][C:10]1[S:11]/[C:12](=[CH:16]\[C:17]2[CH:18]=[C:19]3[C:24](=[CH:25][CH:26]=2)[N:23]=[CH:22][CH:21]=[CH:20]3)/[C:13](=[O:15])[N:14]=1. Given the reactants [NH2:1][CH2:2][C:3]1[CH:4]=[CH:5][C:6]([Cl:27])=[C:7]([NH:9][C:10]2[S:11]/[C:12](=[CH:16]\[C:17]3[CH:18]=[C:19]4[C:24](=[CH:25][CH:26]=3)[N:23]=[CH:22][CH:21]=[CH:20]4)/[C:13](=[O:15])[N:14]=2)[CH:8]=1.ClC1C=CC(CN[C:37](=O)[O:38][C:39]([CH3:42])(C)C)=CC=1NC1S/C(=C\C2C=C3C(=CC=2)N=CC=C3)/C(=O)N=1.FC(F)(F)C(O)=[O:65], predict the reaction product.